This data is from NCI-60 drug combinations with 297,098 pairs across 59 cell lines. The task is: Regression. Given two drug SMILES strings and cell line genomic features, predict the synergy score measuring deviation from expected non-interaction effect. (1) Drug 1: CN1CCC(CC1)COC2=C(C=C3C(=C2)N=CN=C3NC4=C(C=C(C=C4)Br)F)OC. Drug 2: CCN(CC)CCCC(C)NC1=C2C=C(C=CC2=NC3=C1C=CC(=C3)Cl)OC. Cell line: KM12. Synergy scores: CSS=22.8, Synergy_ZIP=5.46, Synergy_Bliss=-4.94, Synergy_Loewe=-17.5, Synergy_HSA=-7.42. (2) Drug 1: C1=C(C(=O)NC(=O)N1)F. Drug 2: C1CN1P(=S)(N2CC2)N3CC3. Cell line: SR. Synergy scores: CSS=69.5, Synergy_ZIP=-6.21, Synergy_Bliss=-8.50, Synergy_Loewe=-7.58, Synergy_HSA=-4.89. (3) Drug 1: CS(=O)(=O)C1=CC(=C(C=C1)C(=O)NC2=CC(=C(C=C2)Cl)C3=CC=CC=N3)Cl. Drug 2: C1=C(C(=O)NC(=O)N1)N(CCCl)CCCl. Cell line: RXF 393. Synergy scores: CSS=31.8, Synergy_ZIP=1.33, Synergy_Bliss=7.82, Synergy_Loewe=9.29, Synergy_HSA=10.7. (4) Drug 1: CC1=C2C(C(=O)C3(C(CC4C(C3C(C(C2(C)C)(CC1OC(=O)C(C(C5=CC=CC=C5)NC(=O)C6=CC=CC=C6)O)O)OC(=O)C7=CC=CC=C7)(CO4)OC(=O)C)O)C)OC(=O)C. Drug 2: C1CC(C1)(C2=CC=C(C=C2)C3=C(C=C4C(=N3)C=CN5C4=NNC5=O)C6=CC=CC=C6)N. Cell line: UACC62. Synergy scores: CSS=54.5, Synergy_ZIP=-4.16, Synergy_Bliss=-4.27, Synergy_Loewe=-7.20, Synergy_HSA=3.99.